Task: Regression/Classification. Given a drug SMILES string, predict its absorption, distribution, metabolism, or excretion properties. Task type varies by dataset: regression for continuous measurements (e.g., permeability, clearance, half-life) or binary classification for categorical outcomes (e.g., BBB penetration, CYP inhibition). Dataset: cyp1a2_veith.. Dataset: CYP1A2 inhibition data for predicting drug metabolism from PubChem BioAssay The drug is COc1ccc(CNc2nc(-c3c(C)noc3C)nc3ccccc23)c(OC)c1. The result is 1 (inhibitor).